From a dataset of Catalyst prediction with 721,799 reactions and 888 catalyst types from USPTO. Predict which catalyst facilitates the given reaction. (1) Reactant: [Br:1][C:2]1[CH:6]=[C:5]([C:7]([OH:9])=O)[N:4]([C:10]2[C:15]([Cl:16])=[CH:14][CH:13]=[CH:12][N:11]=2)[N:3]=1.[NH2:17][C:18]1[C:27]([CH3:28])=[CH:26][C:25]([Cl:29])=[CH:24][C:19]=1[C:20]([NH:22][CH3:23])=[O:21].N1C=CC=C(C)C=1.CS(Cl)(=O)=O. Product: [Br:1][C:2]1[CH:6]=[C:5]([C:7]([NH:17][C:18]2[C:19]([C:20]([NH:22][CH3:23])=[O:21])=[CH:24][C:25]([Cl:29])=[CH:26][C:27]=2[CH3:28])=[O:9])[N:4]([C:10]2[C:15]([Cl:16])=[CH:14][CH:13]=[CH:12][N:11]=2)[N:3]=1. The catalyst class is: 47. (2) Reactant: CC(OC(/N=N/C(OC(C)C)=O)=O)C.C1(P(C2C=CC=CC=2)C2C=CC=CC=2)C=CC=CC=1.[O:34]1[CH2:39][CH2:38][CH2:37][CH:36]([OH:40])[CH2:35]1.[F:41][C:42]1[CH:47]=[C:46](O)[CH:45]=[C:44]([F:49])[C:43]=1[C:50]1[N:55]=[C:54]([C:56]([O:58][CH3:59])=[O:57])[CH:53]=[CH:52][C:51]=1[F:60]. Product: [F:41][C:42]1[CH:47]=[C:46]([O:40][CH:36]2[CH2:37][CH2:38][CH2:39][O:34][CH2:35]2)[CH:45]=[C:44]([F:49])[C:43]=1[C:50]1[N:55]=[C:54]([C:56]([O:58][CH3:59])=[O:57])[CH:53]=[CH:52][C:51]=1[F:60]. The catalyst class is: 1. (3) Reactant: [CH3:1][O:2][C:3]1[C:14]2=[C:15]3[N:10]([CH2:11][CH2:12][CH2:13]2)[CH2:9][CH2:8][CH2:7][C:6]3=[CH:5][C:4]=1[CH:16]=[CH:17][C:18]1[S:19][CH:20]=[CH:21][CH:22]=1.C([Li])CCC.CN(C)[CH:30]=[O:31].O. Product: [CH3:1][O:2][C:3]1[C:14]2=[C:15]3[N:10]([CH2:11][CH2:12][CH2:13]2)[CH2:9][CH2:8][CH2:7][C:6]3=[CH:5][C:4]=1[CH:16]=[CH:17][C:18]1[S:19][C:20]([CH:30]=[O:31])=[CH:21][CH:22]=1. The catalyst class is: 54. (4) Reactant: [CH2:1]([N:8]1[C:16]2[C:11](=[CH:12][C:13]([C:17]3[CH:26]=[CH:25][C:20]([O:21][CH2:22][C:23]#[N:24])=[CH:19][CH:18]=3)=[CH:14][CH:15]=2)[C:10]([CH2:27][CH2:28][CH2:29][CH2:30][CH3:31])=[C:9]1[C:32]1[CH:37]=[CH:36][CH:35]=[CH:34][CH:33]=1)[C:2]1[CH:7]=[CH:6][CH:5]=[CH:4][CH:3]=1.[N-:38]=[N+:39]=[N-:40].[Na+].[NH4+].[Cl-]. Product: [CH2:1]([N:8]1[C:16]2[C:11](=[CH:12][C:13]([C:17]3[CH:26]=[CH:25][C:20]([O:21][CH2:22][C:23]4[NH:40][N:39]=[N:38][N:24]=4)=[CH:19][CH:18]=3)=[CH:14][CH:15]=2)[C:10]([CH2:27][CH2:28][CH2:29][CH2:30][CH3:31])=[C:9]1[C:32]1[CH:33]=[CH:34][CH:35]=[CH:36][CH:37]=1)[C:2]1[CH:3]=[CH:4][CH:5]=[CH:6][CH:7]=1. The catalyst class is: 3.